From a dataset of Full USPTO retrosynthesis dataset with 1.9M reactions from patents (1976-2016). Predict the reactants needed to synthesize the given product. (1) Given the product [F:37][C:4]1[CH:3]=[C:2]([NH:1][C:48]([NH:47][C:45](=[O:46])[CH2:44][C:38]2[CH:39]=[CH:40][CH:41]=[CH:42][CH:43]=2)=[S:49])[CH:36]=[CH:35][C:5]=1[O:6][C:7]1[CH:12]=[CH:11][N:10]=[C:9]2[CH:13]=[C:14]([C:16]3[N:17]([CH3:34])[C:18]([CH2:21][N:22]([CH2:30][CH2:31][O:32][CH3:33])[C:23](=[O:29])[O:24][C:25]([CH3:28])([CH3:27])[CH3:26])=[CH:19][N:20]=3)[S:15][C:8]=12, predict the reactants needed to synthesize it. The reactants are: [NH2:1][C:2]1[CH:36]=[CH:35][C:5]([O:6][C:7]2[CH:12]=[CH:11][N:10]=[C:9]3[CH:13]=[C:14]([C:16]4[N:17]([CH3:34])[C:18]([CH2:21][N:22]([CH2:30][CH2:31][O:32][CH3:33])[C:23](=[O:29])[O:24][C:25]([CH3:28])([CH3:27])[CH3:26])=[CH:19][N:20]=4)[S:15][C:8]=23)=[C:4]([F:37])[CH:3]=1.[C:38]1([CH2:44][C:45]([N:47]=[C:48]=[S:49])=[O:46])[CH:43]=[CH:42][CH:41]=[CH:40][CH:39]=1. (2) The reactants are: [NH2:1][C@@H:2]([CH2:6][CH3:7])[C:3]([OH:5])=[O:4].Cl[C:9](Cl)([O:11]C(=O)OC(Cl)(Cl)Cl)Cl. Given the product [CH2:6]([C@H:2]1[C:3](=[O:5])[O:4][C:9](=[O:11])[NH:1]1)[CH3:7], predict the reactants needed to synthesize it. (3) The reactants are: [CH3:1][O:2][C:3]1[CH:4]=[C:5]([C:11]2[CH:16]=[CH:15][CH:14]=[CH:13][C:12]=2[NH:17][C:18](=[O:28])[CH:19]([OH:27])[C:20]2[CH:25]=[CH:24][C:23]([CH3:26])=[CH:22][CH:21]=2)[CH:6]=[CH:7][C:8]=1[O:9][CH3:10].[CH2:29](N(CC)CC)C.CS(Cl)(=O)=O.O. Given the product [CH3:1][O:2][C:3]1[CH:4]=[C:5]([C:11]2[CH:16]=[CH:15][CH:14]=[CH:13][C:12]=2[NH:17][C:18](=[O:28])[CH:19]([O:27][CH3:29])[C:20]2[CH:21]=[CH:22][C:23]([CH3:26])=[CH:24][CH:25]=2)[CH:6]=[CH:7][C:8]=1[O:9][CH3:10], predict the reactants needed to synthesize it. (4) Given the product [NH2:5][C@H:6]1[CH2:11][CH2:10][CH2:9][C@H:8]([C:12]([O:14][CH3:15])=[O:13])[CH2:7]1, predict the reactants needed to synthesize it. The reactants are: S(Cl)(Cl)=O.[NH2:5][C@H:6]1[CH2:11][CH2:10][CH2:9][C@H:8]([C:12]([OH:14])=[O:13])[CH2:7]1.[CH3:15]O. (5) Given the product [Cl:23][C:24]1[CH:25]=[CH:26][C:27]([C:30]2[CH:35]=[CH:34][N:33]([C:2]3[CH:10]=[C:9]4[C:5]([C:6]5[CH2:15][CH2:14][N:13]([C:16]([O:18][C:19]([CH3:22])([CH3:21])[CH3:20])=[O:17])[CH2:12][C:7]=5[N:8]4[CH3:11])=[CH:4][CH:3]=3)[C:32](=[O:36])[CH:31]=2)=[N:28][CH:29]=1, predict the reactants needed to synthesize it. The reactants are: Br[C:2]1[CH:10]=[C:9]2[C:5]([C:6]3[CH2:15][CH2:14][N:13]([C:16]([O:18][C:19]([CH3:22])([CH3:21])[CH3:20])=[O:17])[CH2:12][C:7]=3[N:8]2[CH3:11])=[CH:4][CH:3]=1.[Cl:23][C:24]1[CH:25]=[CH:26][C:27]([C:30]2[CH:35]=[CH:34][NH:33][C:32](=[O:36])[CH:31]=2)=[N:28][CH:29]=1. (6) Given the product [CH3:16][C:7]([C:5]1[S:6][CH:2]=[C:3]([CH3:17])[CH:4]=1)([CH3:15])[C:8]([N:10]1[CH2:14][CH2:13][CH2:12][CH2:11]1)=[O:9], predict the reactants needed to synthesize it. The reactants are: Br[C:2]1[S:6][C:5]([C:7]([CH3:16])([CH3:15])[C:8]([N:10]2[CH2:14][CH2:13][CH2:12][CH2:11]2)=[O:9])=[CH:4][C:3]=1[CH3:17]. (7) Given the product [Cl:1][C:2]1[C:7]([Cl:8])=[CH:6][CH:5]=[CH:4][C:3]=1[N:9]1[CH2:10][CH2:11][N:12]([CH2:15][CH:17]2[O:22][C:21]3[CH:23]=[CH:24][CH:25]=[CH:26][C:20]=3[O:19][CH2:18]2)[CH2:13][CH2:14]1, predict the reactants needed to synthesize it. The reactants are: [Cl:1][C:2]1[C:7]([Cl:8])=[CH:6][CH:5]=[CH:4][C:3]=1[N:9]1[CH2:14][CH2:13][N:12]([C:15]([CH:17]2[O:22][C:21]3[CH:23]=[CH:24][CH:25]=[CH:26][C:20]=3[O:19][CH2:18]2)=O)[CH2:11][CH2:10]1.[H-].[H-].[H-].[H-].[Li+].[Al+3].[OH-].[Na+]. (8) Given the product [F:13][C:11]([F:12])([F:14])[C:8]1[N:9]=[CH:10][C:5]([CH2:4][NH2:1])=[CH:6][CH:7]=1, predict the reactants needed to synthesize it. The reactants are: [N:1]([CH2:4][C:5]1[CH:6]=[CH:7][C:8]([C:11]([F:14])([F:13])[F:12])=[N:9][CH:10]=1)=[N+]=[N-].[H-].[H-].[H-].[H-].[Li+].[Al+3].